This data is from NCI-60 drug combinations with 297,098 pairs across 59 cell lines. The task is: Regression. Given two drug SMILES strings and cell line genomic features, predict the synergy score measuring deviation from expected non-interaction effect. (1) Drug 1: CS(=O)(=O)C1=CC(=C(C=C1)C(=O)NC2=CC(=C(C=C2)Cl)C3=CC=CC=N3)Cl. Drug 2: C1CN1P(=S)(N2CC2)N3CC3. Cell line: SK-MEL-5. Synergy scores: CSS=4.98, Synergy_ZIP=-2.71, Synergy_Bliss=-6.75, Synergy_Loewe=-22.8, Synergy_HSA=-9.66. (2) Drug 1: CC1=CC2C(CCC3(C2CCC3(C(=O)C)OC(=O)C)C)C4(C1=CC(=O)CC4)C. Drug 2: CCC1(C2=C(COC1=O)C(=O)N3CC4=CC5=C(C=CC(=C5CN(C)C)O)N=C4C3=C2)O.Cl. Cell line: BT-549. Synergy scores: CSS=9.48, Synergy_ZIP=-5.10, Synergy_Bliss=-1.77, Synergy_Loewe=-31.3, Synergy_HSA=-3.83. (3) Drug 1: C(=O)(N)NO. Drug 2: B(C(CC(C)C)NC(=O)C(CC1=CC=CC=C1)NC(=O)C2=NC=CN=C2)(O)O. Cell line: UO-31. Synergy scores: CSS=37.9, Synergy_ZIP=0.120, Synergy_Bliss=-1.31, Synergy_Loewe=-62.5, Synergy_HSA=-1.56. (4) Drug 1: CC1OCC2C(O1)C(C(C(O2)OC3C4COC(=O)C4C(C5=CC6=C(C=C35)OCO6)C7=CC(=C(C(=C7)OC)O)OC)O)O. Drug 2: B(C(CC(C)C)NC(=O)C(CC1=CC=CC=C1)NC(=O)C2=NC=CN=C2)(O)O. Cell line: T-47D. Synergy scores: CSS=54.3, Synergy_ZIP=1.05, Synergy_Bliss=1.29, Synergy_Loewe=0.609, Synergy_HSA=3.43. (5) Drug 1: CCC(=C(C1=CC=CC=C1)C2=CC=C(C=C2)OCCN(C)C)C3=CC=CC=C3.C(C(=O)O)C(CC(=O)O)(C(=O)O)O. Drug 2: CC1C(C(CC(O1)OC2CC(OC(C2O)C)OC3=CC4=CC5=C(C(=O)C(C(C5)C(C(=O)C(C(C)O)O)OC)OC6CC(C(C(O6)C)O)OC7CC(C(C(O7)C)O)OC8CC(C(C(O8)C)O)(C)O)C(=C4C(=C3C)O)O)O)O. Cell line: SN12C. Synergy scores: CSS=39.3, Synergy_ZIP=5.54, Synergy_Bliss=5.73, Synergy_Loewe=-32.3, Synergy_HSA=3.80. (6) Drug 2: CCCCC(=O)OCC(=O)C1(CC(C2=C(C1)C(=C3C(=C2O)C(=O)C4=C(C3=O)C=CC=C4OC)O)OC5CC(C(C(O5)C)O)NC(=O)C(F)(F)F)O. Drug 1: C1CCC(C1)C(CC#N)N2C=C(C=N2)C3=C4C=CNC4=NC=N3. Cell line: SF-539. Synergy scores: CSS=6.16, Synergy_ZIP=-2.22, Synergy_Bliss=-0.925, Synergy_Loewe=1.04, Synergy_HSA=0.946.